Dataset: Full USPTO retrosynthesis dataset with 1.9M reactions from patents (1976-2016). Task: Predict the reactants needed to synthesize the given product. Given the product [CH2:35]([O:34][C:33]([NH:32][C@H:30]([C:29]1[N:28]=[C:27]2[CH:43]=[CH:44][N:45]([CH3:46])[C:26]2=[CH:25][C:24]=1[C:9]1[CH2:10][CH2:11][N:12]([C:15]([O:17][C:18]([CH3:19])([CH3:20])[CH3:21])=[O:16])[CH2:13][CH:14]=1)[CH3:31])=[O:42])[C:36]1[CH:41]=[CH:40][CH:39]=[CH:38][CH:37]=1, predict the reactants needed to synthesize it. The reactants are: CC1(C)C(C)(C)OB([C:9]2[CH2:10][CH2:11][N:12]([C:15]([O:17][C:18]([CH3:21])([CH3:20])[CH3:19])=[O:16])[CH2:13][CH:14]=2)O1.Br[C:24]1[CH:25]=[C:26]2[N:45]([CH3:46])[CH:44]=[CH:43][C:27]2=[N:28][C:29]=1[C@@H:30]([NH:32][C:33](=[O:42])[O:34][CH2:35][C:36]1[CH:41]=[CH:40][CH:39]=[CH:38][CH:37]=1)[CH3:31].